Dataset: Catalyst prediction with 721,799 reactions and 888 catalyst types from USPTO. Task: Predict which catalyst facilitates the given reaction. (1) Reactant: [C:1]([C:3]([C:9]#[N:10])=[C:4]([C:7]#[N:8])[C:5]#[N:6])#N.[CH2:11]([O:18][C:19]1[CH:20]=[C:21]([N:32]([CH2:37][CH2:38][CH2:39][CH3:40])[CH2:33][CH2:34][CH2:35][CH3:36])[CH:22]=[CH:23][C:24]=1[CH:25]=[CH:26][C:27]1[S:28]C=[CH:30][CH:31]=1)[C:12]1[CH:17]=[CH:16][CH:15]=[CH:14][CH:13]=1.O.C(Cl)(Cl)Cl. Product: [CH2:11]([O:18][C:19]1[CH:20]=[C:21]([N:32]([CH2:37][CH2:38][CH2:39][CH3:40])[CH2:33][CH2:34][CH2:35][CH3:36])[CH:22]=[CH:23][C:24]=1[CH:25]=[CH:26][C:27]1[S:28][C:1]([C:3](=[C:4]([C:7]#[N:8])[C:5]#[N:6])[C:9]#[N:10])=[CH:30][CH:31]=1)[C:12]1[CH:13]=[CH:14][CH:15]=[CH:16][CH:17]=1. The catalyst class is: 9. (2) Reactant: Br[C:2]1[CH:3]=[C:4]2[C:9](=[CH:10][CH:11]=1)[C:8](=[O:12])[NH:7][N:6]=[C:5]2[Cl:13].[C:14]([O:18][C:19]([N:21]1[CH2:27][CH2:26][CH2:25][N:24](C2C=CC=CC=2CN)[CH2:23][CH2:22]1)=[O:20])([CH3:17])([CH3:16])[CH3:15].C1C=CC(P([C:49]2[C:58]([C:59]3C(P(C4C=CC=CC=4)C4C=CC=CC=4)=CC=C4C=3C=CC=C4)=[C:57]3[C:52](C=CC=C3)=[CH:51][CH:50]=2)C2C=CC=CC=2)=CC=1.CC([O-])(C)C.[Na+].CC([N:91](C)C)=O. Product: [C:14]([O:18][C:19]([N:21]1[CH2:27][CH2:26][CH2:25][NH:24][CH2:23][CH:22]1[C:57]1[CH:52]=[CH:51][CH:50]=[CH:49][C:58]=1[CH2:59][NH:91][C:2]1[CH:3]=[C:4]2[C:9](=[CH:10][CH:11]=1)[C:8](=[O:12])[NH:7][N:6]=[C:5]2[Cl:13])=[O:20])([CH3:15])([CH3:16])[CH3:17]. The catalyst class is: 110. (3) Reactant: Cl.[CH:2]([N:5]1[CH2:10][CH2:9][CH:8]([NH:11][C:12]([C:14]2[N:27]([CH2:28][C:29]3[S:33][C:32]4[CH:34]=[C:35]([Cl:38])[CH:36]=[CH:37][C:31]=4[CH:30]=3)[C:17]3=[CH:18][N:19]=[C:20]([O:22][CH2:23][CH2:24][O:25]C)[CH:21]=[C:16]3[CH:15]=2)=[O:13])[CH2:7][CH2:6]1)([CH3:4])[CH3:3].B(Br)(Br)Br.Cl. The catalyst class is: 2. Product: [CH:2]([N:5]1[CH2:10][CH2:9][CH:8]([NH:11][C:12]([C:14]2[N:27]([CH2:28][C:29]3[S:33][C:32]4[CH:34]=[C:35]([Cl:38])[CH:36]=[CH:37][C:31]=4[CH:30]=3)[C:17]3=[CH:18][N:19]=[C:20]([O:22][CH2:23][CH2:24][OH:25])[CH:21]=[C:16]3[CH:15]=2)=[O:13])[CH2:7][CH2:6]1)([CH3:4])[CH3:3]. (4) Reactant: [NH2:1][CH2:2][CH2:3][CH2:4][N:5]1[CH2:10][CH2:9][N:8]([CH2:11][CH2:12][CH2:13][NH2:14])[CH2:7][CH2:6]1.[C:15]([OH:32])(=O)[CH2:16][CH2:17][CH2:18][CH2:19][CH2:20][CH2:21][CH2:22]/[CH:23]=[CH:24]\[CH2:25][CH2:26][CH2:27][CH2:28][CH2:29][CH3:30].C(N(CC)[CH:37]([CH3:39])[CH3:38])(C)C.[CH:51]1(N=C=N[CH:51]2[CH2:56][CH2:55][CH2:54][CH2:53][CH2:52]2)[CH2:56][CH2:55][CH2:54][CH2:53][CH2:52]1. Product: [C:15]([NH:14][CH2:13][CH2:12][CH2:11][N:8]1[CH2:7][CH2:6][N:5]([CH2:4][CH2:3][CH2:2][NH:1][C:15](=[O:32])[CH2:16][CH2:17][CH2:18][CH2:19][CH2:20][CH2:21][CH2:22][CH2:23][CH2:24][CH2:25][CH2:26][CH2:27][CH2:28][CH2:29][CH3:30])[CH2:10][CH2:9]1)(=[O:32])[CH2:16][CH2:17][CH2:18][CH2:19][CH2:20][CH2:21][CH2:52][CH2:53][CH2:54][CH2:55][CH2:56][CH2:51][CH2:39][CH2:37][CH3:38]. The catalyst class is: 4. (5) Reactant: Br[CH2:2][C:3]([O:5][CH2:6][CH3:7])=[O:4].[C:8]([O:12][C:13](=[O:16])[NH:14][NH2:15])([CH3:11])([CH3:10])[CH3:9]. Product: [CH2:6]([O:5][C:3](=[O:4])[CH2:2][NH:15][NH:14][C:13]([O:12][C:8]([CH3:11])([CH3:10])[CH3:9])=[O:16])[CH3:7]. The catalyst class is: 6. (6) Reactant: [Cl:1][C:2]1[C:7]([C:8]2[CH:13]=[CH:12][CH:11]=[CH:10][CH:9]=2)=[N:6][N:5]=[C:4]2[N:14]([CH2:23][C:24](O)=[O:25])[N:15]=[C:16]([C:17]3[CH:22]=[CH:21][CH:20]=[CH:19][CH:18]=3)[C:3]=12.Cl.[CH3:28][C:29]1([NH2:33])[CH2:32][CH2:31][CH2:30]1.C(N(C(C)C)CC)(C)C.F[P-](F)(F)(F)(F)F.N1(OC(N(C)C)=[N+](C)C)C2N=CC=CC=2N=N1. Product: [Cl:1][C:2]1[C:7]([C:8]2[CH:9]=[CH:10][CH:11]=[CH:12][CH:13]=2)=[N:6][N:5]=[C:4]2[N:14]([CH2:23][C:24]([NH:33][C:29]3([CH3:28])[CH2:32][CH2:31][CH2:30]3)=[O:25])[N:15]=[C:16]([C:17]3[CH:22]=[CH:21][CH:20]=[CH:19][CH:18]=3)[C:3]=12. The catalyst class is: 31. (7) Reactant: CN(C(ON1N=NC2C=CC=CC1=2)=[N+](C)C)C.[B-](F)(F)(F)F.[CH3:23][O:24][C:25]1[CH:26]=[CH:27][C:28]2[NH:34][C:33](=[O:35])[N:32]([CH:36]3[CH2:41][CH2:40][N:39]([C:42]4[N:47]=[CH:46][N:45]=[C:44]([C:48]([OH:50])=O)[CH:43]=4)[CH2:38][CH2:37]3)[CH2:31][CH2:30][C:29]=2[CH:51]=1.Cl.Cl.[CH3:54][C:55]1([CH3:64])[CH2:60][NH:59][CH2:58][C:57]2[CH:61]=[N:62][NH:63][C:56]1=2.C(N(CC)CC)C. Product: [CH3:54][C:55]1([CH3:64])[CH2:60][N:59]([C:48]([C:44]2[N:45]=[CH:46][N:47]=[C:42]([N:39]3[CH2:40][CH2:41][CH:36]([N:32]4[CH2:31][CH2:30][C:29]5[CH:51]=[C:25]([O:24][CH3:23])[CH:26]=[CH:27][C:28]=5[NH:34][C:33]4=[O:35])[CH2:37][CH2:38]3)[CH:43]=2)=[O:50])[CH2:58][C:57]2[CH:61]=[N:62][NH:63][C:56]1=2. The catalyst class is: 3. (8) Reactant: [CH2:1]([C:3]1[CH:8]=[C:7]([CH2:9][CH3:10])[CH:6]=[C:5]([CH2:11][CH3:12])[C:4]=1[C:13]1[C:14](=[O:26])[N:15]([CH3:25])[N:16]=[C:17]([C:21]([F:24])([F:23])[F:22])[C:18]=1[S:19][CH3:20])[CH3:2].C(=O)([O-])[OH:28].[Na+].ClC1C=C(C=CC=1)C(O)=O.S([O-])([O-])=O.[Na+].[Na+]. Product: [CH2:1]([C:3]1[CH:8]=[C:7]([CH2:9][CH3:10])[CH:6]=[C:5]([CH2:11][CH3:12])[C:4]=1[C:13]1[C:14](=[O:26])[N:15]([CH3:25])[N:16]=[C:17]([C:21]([F:24])([F:23])[F:22])[C:18]=1[S:19]([CH3:20])=[O:28])[CH3:2]. The catalyst class is: 408.